This data is from Forward reaction prediction with 1.9M reactions from USPTO patents (1976-2016). The task is: Predict the product of the given reaction. (1) Given the reactants [CH3:1][C:2]1([CH3:31])[C:10]2[C:5](=[CH:6][C:7]([N+:22]([O-])=O)=[C:8]([NH:11][C:12](=O)[CH2:13][CH2:14][C:15]3[CH:20]=[CH:19][CH:18]=[CH:17][CH:16]=3)[CH:9]=2)[N:4]([CH2:25][C:26]#[C:27][CH2:28][CH3:29])[C:3]1=[O:30].Cl[Sn]Cl.O, predict the reaction product. The product is: [CH3:1][C:2]1([CH3:31])[C:10]2[CH:9]=[C:8]3[NH:11][C:12]([CH2:13][CH2:14][C:15]4[CH:20]=[CH:19][CH:18]=[CH:17][CH:16]=4)=[N:22][C:7]3=[CH:6][C:5]=2[N:4]([CH2:25][C:26]#[C:27][CH2:28][CH3:29])[C:3]1=[O:30]. (2) The product is: [NH2:25][C:22]1[CH:21]=[CH:20][C:19]([C:16]2[CH:17]=[CH:18][C:13]([C:11]([N:2]([CH3:1])[C@H:3]([C:7]([O:9][CH3:10])=[O:8])[CH:4]([CH3:6])[CH3:5])=[O:12])=[CH:14][CH:15]=2)=[CH:24][CH:23]=1. Given the reactants [CH3:1][N:2]([C:11]([C:13]1[CH:18]=[CH:17][C:16]([C:19]2[CH:24]=[CH:23][C:22]([N+:25]([O-])=O)=[CH:21][CH:20]=2)=[CH:15][CH:14]=1)=[O:12])[C@H:3]([C:7]([O:9][CH3:10])=[O:8])[CH:4]([CH3:6])[CH3:5].Cl, predict the reaction product. (3) Given the reactants [Br:1][C:2]1[CH:3]=[C:4]([NH2:9])[C:5]([NH2:8])=[N:6][CH:7]=1.[NH:10]1[CH:14]=[CH:13][C:12]([CH:15]=O)=[N:11]1, predict the reaction product. The product is: [Br:1][C:2]1[CH:3]=[C:4]2[N:9]=[C:15]([C:12]3[CH:13]=[CH:14][NH:10][N:11]=3)[NH:8][C:5]2=[N:6][CH:7]=1. (4) Given the reactants [F:1][C:2]([F:31])([F:30])[C:3]1[CH:4]=[C:5]([C:16]2[O:20][N:19]=[C:18]([C:21]3[CH:29]=[CH:28][CH:27]=[C:26]4[C:22]=3[CH:23]=[CH:24][NH:25]4)[N:17]=2)[CH:6]=[CH:7][C:8]=1[O:9][CH:10]([CH3:15])[C:11]([F:14])([F:13])[F:12].[H-].[Na+].[CH3:34][S:35](Cl)(=[O:37])=[O:36].O, predict the reaction product. The product is: [CH3:34][S:35]([N:25]1[C:26]2[C:22](=[C:21]([C:18]3[N:17]=[C:16]([C:5]4[CH:6]=[CH:7][C:8]([O:9][CH:10]([CH3:15])[C:11]([F:12])([F:13])[F:14])=[C:3]([C:2]([F:1])([F:30])[F:31])[CH:4]=4)[O:20][N:19]=3)[CH:29]=[CH:28][CH:27]=2)[CH:23]=[CH:24]1)(=[O:37])=[O:36]. (5) Given the reactants Br[C:2]1[CH:7]=[CH:6][N:5]([CH:8]([CH3:16])[C:9]([O:11][C:12]([CH3:15])([CH3:14])[CH3:13])=[O:10])[C:4](=[O:17])[CH:3]=1.[Br:18][C:19]1[CH:24]=[CH:23][C:22]([Cl:25])=[CH:21][C:20]=1B(O)O, predict the reaction product. The product is: [Br:18][C:19]1[CH:24]=[CH:23][C:22]([Cl:25])=[CH:21][C:20]=1[C:2]1[CH:7]=[CH:6][N:5]([CH:8]([CH3:16])[C:9]([O:11][C:12]([CH3:15])([CH3:14])[CH3:13])=[O:10])[C:4](=[O:17])[CH:3]=1. (6) Given the reactants C(OC(=O)C)(=O)C.[CH3:8][O:9][C:10]1[CH:18]=[CH:17][CH:16]=[C:12]([C:13]([OH:15])=O)[C:11]=1[C:19]([OH:21])=[O:20], predict the reaction product. The product is: [CH3:8][O:9][C:10]1[CH:18]=[CH:17][CH:16]=[C:12]2[C:13]([O:21][C:19](=[O:20])[C:11]=12)=[O:15]. (7) Given the reactants [CH2:1]([O:3][C:4]1[CH:5]=[CH:6][C:7]([F:18])=[C:8]([C:10]2[CH:15]=[CH:14][N:13]=[C:12]([C:16]#[N:17])[CH:11]=2)[CH:9]=1)[CH3:2].C1C=C(Cl)C=C(C(OO)=[O:27])C=1, predict the reaction product. The product is: [CH2:1]([O:3][C:4]1[CH:5]=[CH:6][C:7]([F:18])=[C:8]([C:10]2[CH:15]=[CH:14][N+:13]([O-:27])=[C:12]([C:16]#[N:17])[CH:11]=2)[CH:9]=1)[CH3:2]. (8) Given the reactants Br[C:2]1[CH:3]=[C:4]([CH2:8][CH2:9][CH2:10][N:11]2[C:19](=[O:20])[C:18]3[NH:17][C:16]([Cl:21])=[N:15][C:14]=3[N:13]([CH2:22][CH2:23][CH2:24][CH2:25][CH3:26])[C:12]2=[O:27])[CH:5]=[CH:6][CH:7]=1.[Cl:28][C:29]1[CH:30]=[C:31](B(O)O)[CH:32]=[CH:33][CH:34]=1.C(=O)([O-])[O-].[Na+].[Na+], predict the reaction product. The product is: [Cl:21][C:16]1[NH:17][C:18]2[C:19](=[O:20])[N:11]([CH2:10][CH2:9][CH2:8][C:4]3[CH:3]=[C:2]([C:33]4[CH:32]=[CH:31][CH:30]=[C:29]([Cl:28])[CH:34]=4)[CH:7]=[CH:6][CH:5]=3)[C:12](=[O:27])[N:13]([CH2:22][CH2:23][CH2:24][CH2:25][CH3:26])[C:14]=2[N:15]=1. (9) Given the reactants [Br:1][C:2]1[CH:7]=[CH:6][C:5]([NH:8][N:9]=[C:10]([C:16](=O)[CH3:17])[C:11]([O:13][CH2:14][CH3:15])=[O:12])=[CH:4][CH:3]=1.[C:19]([CH2:21][C:22](OCC)=[O:23])#[N:20], predict the reaction product. The product is: [Br:1][C:2]1[CH:7]=[CH:6][C:5]([N:8]2[C:22](=[O:23])[C:21]([C:19]#[N:20])=[C:16]([CH3:17])[C:10]([C:11]([O:13][CH2:14][CH3:15])=[O:12])=[N:9]2)=[CH:4][CH:3]=1. (10) Given the reactants [C:1]1([N:7]2[C:11]3([CH2:16][CH2:15][NH:14][CH2:13][CH2:12]3)[C:10](=[O:17])[NH:9][CH2:8]2)[CH:6]=[CH:5][CH:4]=[CH:3][CH:2]=1.[O:18]([C:25]1[CH:32]=[CH:31][CH:30]=[CH:29][C:26]=1[CH:27]=O)[C:19]1[CH:24]=[CH:23][CH:22]=[CH:21][CH:20]=1.C(O[BH-](OC(=O)C)OC(=O)C)(=O)C.[Na+].[Cl:47]CCCl, predict the reaction product. The product is: [ClH:47].[O:18]([C:25]1[CH:32]=[CH:31][CH:30]=[CH:29][C:26]=1[CH2:27][N:14]1[CH2:13][CH2:12][C:11]2([N:7]([C:1]3[CH:2]=[CH:3][CH:4]=[CH:5][CH:6]=3)[CH2:8][NH:9][C:10]2=[O:17])[CH2:16][CH2:15]1)[C:19]1[CH:20]=[CH:21][CH:22]=[CH:23][CH:24]=1.